This data is from Forward reaction prediction with 1.9M reactions from USPTO patents (1976-2016). The task is: Predict the product of the given reaction. Given the reactants [C:1]([O:9][CH3:10])(=[O:8])[C:2]1[CH:7]=[CH:6][N:5]=[CH:4][CH:3]=1.S(=O)(=O)(O)O.S(OOS([O-])(=O)=O)([O-])(=O)=O.[NH4+].[NH4+].[CH3:28][OH:29], predict the reaction product. The product is: [OH:29][CH2:28][C:4]1[CH:3]=[C:2]([CH:7]=[CH:6][N:5]=1)[C:1]([O:9][CH3:10])=[O:8].